From a dataset of Retrosynthesis with 50K atom-mapped reactions and 10 reaction types from USPTO. Predict the reactants needed to synthesize the given product. Given the product CC(C)(C)OC(=O)NC[C@H]1CC[C@H](CN)CC1, predict the reactants needed to synthesize it. The reactants are: CC(C)(C)OC(=O)NC[C@H]1CC[C@H](CN=[N+]=[N-])CC1.